This data is from NCI-60 drug combinations with 297,098 pairs across 59 cell lines. The task is: Regression. Given two drug SMILES strings and cell line genomic features, predict the synergy score measuring deviation from expected non-interaction effect. (1) Drug 2: CCC1=CC2CC(C3=C(CN(C2)C1)C4=CC=CC=C4N3)(C5=C(C=C6C(=C5)C78CCN9C7C(C=CC9)(C(C(C8N6C)(C(=O)OC)O)OC(=O)C)CC)OC)C(=O)OC.C(C(C(=O)O)O)(C(=O)O)O. Drug 1: CNC(=O)C1=CC=CC=C1SC2=CC3=C(C=C2)C(=NN3)C=CC4=CC=CC=N4. Synergy scores: CSS=36.6, Synergy_ZIP=-0.290, Synergy_Bliss=3.80, Synergy_Loewe=4.70, Synergy_HSA=5.38. Cell line: SN12C. (2) Drug 1: CC1=C(N=C(N=C1N)C(CC(=O)N)NCC(C(=O)N)N)C(=O)NC(C(C2=CN=CN2)OC3C(C(C(C(O3)CO)O)O)OC4C(C(C(C(O4)CO)O)OC(=O)N)O)C(=O)NC(C)C(C(C)C(=O)NC(C(C)O)C(=O)NCCC5=NC(=CS5)C6=NC(=CS6)C(=O)NCCC[S+](C)C)O. Drug 2: N.N.Cl[Pt+2]Cl. Cell line: U251. Synergy scores: CSS=70.9, Synergy_ZIP=2.00, Synergy_Bliss=1.98, Synergy_Loewe=-1.32, Synergy_HSA=7.03. (3) Drug 1: CC1=CC=C(C=C1)C2=CC(=NN2C3=CC=C(C=C3)S(=O)(=O)N)C(F)(F)F. Drug 2: CN(C(=O)NC(C=O)C(C(C(CO)O)O)O)N=O. Cell line: SF-268. Synergy scores: CSS=-2.99, Synergy_ZIP=1.31, Synergy_Bliss=0.525, Synergy_Loewe=-2.42, Synergy_HSA=-2.41. (4) Drug 1: C1=NC2=C(N1)C(=S)N=C(N2)N. Drug 2: CC1C(C(=O)NC(C(=O)N2CCCC2C(=O)N(CC(=O)N(C(C(=O)O1)C(C)C)C)C)C(C)C)NC(=O)C3=C4C(=C(C=C3)C)OC5=C(C(=O)C(=C(C5=N4)C(=O)NC6C(OC(=O)C(N(C(=O)CN(C(=O)C7CCCN7C(=O)C(NC6=O)C(C)C)C)C)C(C)C)C)N)C. Cell line: OVCAR-8. Synergy scores: CSS=17.6, Synergy_ZIP=1.78, Synergy_Bliss=2.76, Synergy_Loewe=2.20, Synergy_HSA=2.46. (5) Drug 1: CS(=O)(=O)OCCCCOS(=O)(=O)C. Synergy scores: CSS=5.91, Synergy_ZIP=0.812, Synergy_Bliss=1.70, Synergy_Loewe=0.580, Synergy_HSA=0.580. Drug 2: C1C(C(OC1N2C=NC(=NC2=O)N)CO)O. Cell line: TK-10. (6) Drug 1: CC1=C(C=C(C=C1)NC2=NC=CC(=N2)N(C)C3=CC4=NN(C(=C4C=C3)C)C)S(=O)(=O)N.Cl. Synergy scores: CSS=33.5, Synergy_ZIP=8.81, Synergy_Bliss=5.65, Synergy_Loewe=-32.3, Synergy_HSA=-1.27. Drug 2: CCC1=C2CN3C(=CC4=C(C3=O)COC(=O)C4(CC)O)C2=NC5=C1C=C(C=C5)O. Cell line: SW-620. (7) Drug 1: C1CCN(CC1)CCOC2=CC=C(C=C2)C(=O)C3=C(SC4=C3C=CC(=C4)O)C5=CC=C(C=C5)O. Drug 2: C(CN)CNCCSP(=O)(O)O. Cell line: SN12C. Synergy scores: CSS=3.93, Synergy_ZIP=-1.50, Synergy_Bliss=-2.09, Synergy_Loewe=-33.8, Synergy_HSA=-1.32.